This data is from Catalyst prediction with 721,799 reactions and 888 catalyst types from USPTO. The task is: Predict which catalyst facilitates the given reaction. (1) Reactant: Cl.[N:2]1[C:11]2[C:6](=[CH:7][CH:8]=[CH:9][CH:10]=2)[CH:5]=[CH:4][C:3]=1[CH2:12][CH:13]1[CH2:17][CH2:16][CH2:15][CH:14]1[NH2:18].C(Cl)CCl.C1C=NC2N(O)N=NC=2C=1.CCN(C(C)C)C(C)C.[CH3:42][C:43]1[CH:44]=[CH:45][C:46]([N:52]2[N:56]=[CH:55][CH:54]=[N:53]2)=[C:47]([CH:51]=1)[C:48](O)=[O:49]. Product: [CH3:42][C:43]1[CH:44]=[CH:45][C:46]([N:52]2[N:56]=[CH:55][CH:54]=[N:53]2)=[C:47]([CH:51]=1)[C:48]([NH:18][CH:14]1[CH2:15][CH2:16][CH2:17][CH:13]1[CH2:12][C:3]1[CH:4]=[CH:5][C:6]2[C:11](=[CH:10][CH:9]=[CH:8][CH:7]=2)[N:2]=1)=[O:49]. The catalyst class is: 34. (2) Reactant: [Cl:1][C:2]1[CH:20]=[CH:19][C:5]2[N:6](C(C3C=CC=CC=3)=O)[CH2:7][CH2:8][CH2:9][O:10][C:4]=2[CH:3]=1.Cl. Product: [Cl:1][C:2]1[CH:20]=[CH:19][C:5]2[NH:6][CH2:7][CH2:8][CH2:9][O:10][C:4]=2[CH:3]=1. The catalyst class is: 12. (3) Reactant: [Si:1]([C:8]1[CH:12]=[C:11]([C:13]([O:15]CC)=[O:14])[N:10]([C:18]2[CH:23]=[CH:22][C:21]([CH3:24])=[CH:20][CH:19]=2)[N:9]=1)([C:4]([CH3:7])([CH3:6])[CH3:5])([CH3:3])[CH3:2].[OH-].[Na+]. Product: [Si:1]([C:8]1[CH:12]=[C:11]([C:13]([OH:15])=[O:14])[N:10]([C:18]2[CH:23]=[CH:22][C:21]([CH3:24])=[CH:20][CH:19]=2)[N:9]=1)([C:4]([CH3:7])([CH3:6])[CH3:5])([CH3:3])[CH3:2]. The catalyst class is: 8. (4) Reactant: Cl.[F:2][CH:3]([F:14])[O:4][C:5]1[CH:12]=[CH:11][C:8]([CH2:9][NH2:10])=[CH:7][C:6]=1[OH:13].C(N(CC)CC)C.[Br:22][C:23]1[CH:24]=[C:25]2[C:30](=[CH:31][CH:32]=1)[C:29](=O)[NH:28][C:27](=O)/[C:26]/2=[CH:35]/OC. Product: [Br:22][C:23]1[CH:24]=[C:25]2[C:30](=[CH:31][CH:32]=1)[CH:29]=[N:28][CH2:27]/[C:26]/2=[CH:35]\[NH:10][CH2:9][C:8]1[CH:11]=[CH:12][C:5]([O:4][CH:3]([F:14])[F:2])=[C:6]([OH:13])[CH:7]=1. The catalyst class is: 9. (5) Reactant: [Br:1][C:2]1[CH:10]=[CH:9][C:5]([C:6]([OH:8])=[O:7])=[C:4]([F:11])[CH:3]=1.IC.[C:14](=O)([O-])[O-].[K+].[K+]. Product: [Br:1][C:2]1[CH:10]=[CH:9][C:5]([C:6]([O:8][CH3:14])=[O:7])=[C:4]([F:11])[CH:3]=1. The catalyst class is: 288. (6) Reactant: [CH3:1][C:2]1[C:3](=[O:29])[N:4]([CH2:24][CH2:25][C:26]([OH:28])=O)[C:5]2[C:10]([N:11]=1)=[CH:9][CH:8]=[C:7]([NH:12][CH2:13][C:14]1[CH:19]=[CH:18][CH:17]=[C:16]([C:20]([F:23])([F:22])[F:21])[CH:15]=1)[CH:6]=2.C1C=CC2N(O)N=NC=2C=1.CCN=C=NCCCN(C)C.Cl.[CH2:52]([CH2:54][NH2:55])[OH:53]. Product: [OH:53][CH2:52][CH2:54][NH:55][C:26](=[O:28])[CH2:25][CH2:24][N:4]1[C:5]2[C:10](=[CH:9][CH:8]=[C:7]([NH:12][CH2:13][C:14]3[CH:19]=[CH:18][CH:17]=[C:16]([C:20]([F:23])([F:22])[F:21])[CH:15]=3)[CH:6]=2)[N:11]=[C:2]([CH3:1])[C:3]1=[O:29]. The catalyst class is: 542.